Dataset: Full USPTO retrosynthesis dataset with 1.9M reactions from patents (1976-2016). Task: Predict the reactants needed to synthesize the given product. Given the product [F:1][C:2]([F:24])([F:23])[C:3]([C:9]1[CH:14]=[CH:13][C:12]([C:15]2[CH:20]=[CH:19][C:18]([CH2:21][N:42]3[CH2:43][CH2:44][CH:39]([NH:38][C:35]4[CH:36]=[CH:37][N:32]=[CH:33][CH:34]=4)[CH2:40][CH2:41]3)=[CH:17][CH:16]=2)=[CH:11][CH:10]=1)([OH:8])[C:4]([F:7])([F:6])[F:5], predict the reactants needed to synthesize it. The reactants are: [F:1][C:2]([F:24])([F:23])[C:3]([C:9]1[CH:14]=[CH:13][C:12]([C:15]2[CH:20]=[CH:19][C:18]([CH:21]=O)=[CH:17][CH:16]=2)=[CH:11][CH:10]=1)([OH:8])[C:4]([F:7])([F:6])[F:5].OC(C(F)(F)F)=O.[NH:32]1[CH2:37][CH2:36][CH:35]([NH:38][C:39]2[CH:44]=[CH:43][N:42]=[CH:41][CH:40]=2)[CH2:34][CH2:33]1.C(=O)C1C=CN=CC=1.